Predict the product of the given reaction. From a dataset of Forward reaction prediction with 1.9M reactions from USPTO patents (1976-2016). (1) Given the reactants [F:1][CH2:2][C@@H:3]([CH3:6])[CH2:4][OH:5].[F:7][C:8]([F:21])([F:20])[S:9](O[S:9]([C:8]([F:21])([F:20])[F:7])(=[O:11])=[O:10])(=[O:11])=[O:10].CC1C=CC=C(C)N=1, predict the reaction product. The product is: [F:7][C:8]([F:21])([F:20])[S:9]([O:5][CH2:4][C@H:3]([CH3:6])[CH2:2][F:1])(=[O:11])=[O:10]. (2) The product is: [S:17]1[CH:21]=[CH:20][CH:19]=[C:18]1[C:14]1[CH:13]=[N:12][C:11]2=[C:7]([N:4]3[CH2:5][CH2:6][O:1][CH2:2][CH2:3]3)[S:8][N:9]=[C:10]2[CH:15]=1. Given the reactants [O:1]1[CH2:6][CH2:5][N:4]([C:7]2[S:8][N:9]=[C:10]3[CH:15]=[C:14](Br)[CH:13]=[N:12][C:11]=23)[CH2:3][CH2:2]1.[S:17]1[CH:21]=[CH:20][CH:19]=[C:18]1B(O)O.C([O-])([O-])=O.[K+].[K+], predict the reaction product. (3) Given the reactants CCN(C(C)C)C(C)C.Cl.[NH2:11][C@H:12]([C:16]([N:18]1[CH2:26][C@H:25]([O:27][C:28]2[C:37]3[C:32](=[CH:33][CH:34]=[C:35]([CH:38]=[CH2:39])[CH:36]=3)[CH:31]=[CH:30][N:29]=2)[CH2:24][C@H:19]1[C:20]([O:22][CH3:23])=[O:21])=[O:17])[CH:13]([CH3:15])[CH3:14].C([N:57]=[C:58]=[S:59])(OCC1C2C(=CC=CC=2)C2C1=CC=CC=2)=O.N1CCCCC1, predict the reaction product. The product is: [NH2:57][C:58]([NH:11][C@H:12]([C:16]([N:18]1[CH2:26][C@H:25]([O:27][C:28]2[C:37]3[C:32](=[CH:33][CH:34]=[C:35]([CH:38]=[CH2:39])[CH:36]=3)[CH:31]=[CH:30][N:29]=2)[CH2:24][C@H:19]1[C:20]([O:22][CH3:23])=[O:21])=[O:17])[CH:13]([CH3:15])[CH3:14])=[S:59].